From a dataset of NCI-60 drug combinations with 297,098 pairs across 59 cell lines. Regression. Given two drug SMILES strings and cell line genomic features, predict the synergy score measuring deviation from expected non-interaction effect. (1) Drug 1: C(CN)CNCCSP(=O)(O)O. Drug 2: CC1C(C(CC(O1)OC2CC(CC3=C2C(=C4C(=C3O)C(=O)C5=C(C4=O)C(=CC=C5)OC)O)(C(=O)CO)O)N)O.Cl. Cell line: BT-549. Synergy scores: CSS=50.1, Synergy_ZIP=0.152, Synergy_Bliss=1.04, Synergy_Loewe=-50.6, Synergy_HSA=1.74. (2) Drug 1: CC1=C2C(C(=O)C3(C(CC4C(C3C(C(C2(C)C)(CC1OC(=O)C(C(C5=CC=CC=C5)NC(=O)OC(C)(C)C)O)O)OC(=O)C6=CC=CC=C6)(CO4)OC(=O)C)OC)C)OC. Drug 2: C1CCC(C(C1)N)N.C(=O)(C(=O)[O-])[O-].[Pt+4]. Cell line: HL-60(TB). Synergy scores: CSS=96.1, Synergy_ZIP=18.3, Synergy_Bliss=19.2, Synergy_Loewe=16.5, Synergy_HSA=21.9. (3) Drug 1: CS(=O)(=O)CCNCC1=CC=C(O1)C2=CC3=C(C=C2)N=CN=C3NC4=CC(=C(C=C4)OCC5=CC(=CC=C5)F)Cl. Drug 2: CC1C(C(CC(O1)OC2CC(CC3=C2C(=C4C(=C3O)C(=O)C5=CC=CC=C5C4=O)O)(C(=O)C)O)N)O. Cell line: MCF7. Synergy scores: CSS=48.2, Synergy_ZIP=6.24, Synergy_Bliss=9.46, Synergy_Loewe=6.79, Synergy_HSA=10.1. (4) Drug 1: CNC(=O)C1=CC=CC=C1SC2=CC3=C(C=C2)C(=NN3)C=CC4=CC=CC=N4. Drug 2: COC1=NC(=NC2=C1N=CN2C3C(C(C(O3)CO)O)O)N. Cell line: SK-MEL-28. Synergy scores: CSS=-0.821, Synergy_ZIP=1.30, Synergy_Bliss=3.04, Synergy_Loewe=-0.666, Synergy_HSA=-0.348. (5) Drug 1: COC1=C(C=C2C(=C1)N=CN=C2NC3=CC(=C(C=C3)F)Cl)OCCCN4CCOCC4. Drug 2: C1=NC2=C(N=C(N=C2N1C3C(C(C(O3)CO)O)F)Cl)N. Cell line: MOLT-4. Synergy scores: CSS=66.5, Synergy_ZIP=-1.36, Synergy_Bliss=1.12, Synergy_Loewe=-0.993, Synergy_HSA=1.75. (6) Drug 1: C1C(C(OC1N2C=NC3=C(N=C(N=C32)Cl)N)CO)O. Drug 2: CN(CCCl)CCCl.Cl. Cell line: NCI/ADR-RES. Synergy scores: CSS=71.3, Synergy_ZIP=3.59, Synergy_Bliss=4.31, Synergy_Loewe=-18.7, Synergy_HSA=7.00. (7) Drug 1: CCC(=C(C1=CC=CC=C1)C2=CC=C(C=C2)OCCN(C)C)C3=CC=CC=C3.C(C(=O)O)C(CC(=O)O)(C(=O)O)O. Drug 2: C1C(C(OC1N2C=NC(=NC2=O)N)CO)O. Cell line: BT-549. Synergy scores: CSS=13.4, Synergy_ZIP=-3.61, Synergy_Bliss=1.10, Synergy_Loewe=-7.54, Synergy_HSA=0.960. (8) Drug 1: COC1=C(C=C2C(=C1)N=CN=C2NC3=CC(=C(C=C3)F)Cl)OCCCN4CCOCC4. Drug 2: CC1=C2C(C(=O)C3(C(CC4C(C3C(C(C2(C)C)(CC1OC(=O)C(C(C5=CC=CC=C5)NC(=O)C6=CC=CC=C6)O)O)OC(=O)C7=CC=CC=C7)(CO4)OC(=O)C)O)C)OC(=O)C. Cell line: 786-0. Synergy scores: CSS=52.6, Synergy_ZIP=-1.10, Synergy_Bliss=3.64, Synergy_Loewe=5.85, Synergy_HSA=7.31.